From a dataset of Forward reaction prediction with 1.9M reactions from USPTO patents (1976-2016). Predict the product of the given reaction. (1) Given the reactants [OH-].[K+].[Br:3][C:4]1[S:8][C:7]2=[C:9]([C:12]([O:14]CC)=[O:13])[N:10]=[CH:11][N:6]2[CH:5]=1, predict the reaction product. The product is: [Br:3][C:4]1[S:8][C:7]2=[C:9]([C:12]([OH:14])=[O:13])[N:10]=[CH:11][N:6]2[CH:5]=1. (2) Given the reactants [Cl:1][C:2]1[N:3]=[C:4]([NH2:9])[N:5]=[N:6][C:7]=1[CH3:8].CP([C:14]1[CH:20]=[CH:19][C:17](N)=[C:16]([S:21](C(C)C)(=[O:23])=[O:22])[CH:15]=1)(C)=O.C[C:28]1([CH3:68])C2C(=C(P(C3C=CC=CC=3)C3C=CC=CC=3)C=CC=2)OC2C(P(C3C=CC=CC=3)C3C=CC=CC=3)=CC=CC1=2.[C:69](=[O:72])([O-])[O-].[Cs+].[Cs+], predict the reaction product. The product is: [Cl:1][C:2]1[N:3]=[C:4]([NH:9][C:20]2[CH:19]=[CH:17][C:16]([S:21]([N:6]3[CH2:68][CH2:28][N:3]([CH3:4])[CH2:2][CH2:7]3)(=[O:22])=[O:23])=[CH:15][C:14]=2[O:72][CH3:69])[N:5]=[N:6][C:7]=1[CH3:8].